Dataset: Full USPTO retrosynthesis dataset with 1.9M reactions from patents (1976-2016). Task: Predict the reactants needed to synthesize the given product. (1) Given the product [CH3:53][O:54][N:55]([CH3:56])[C:25]([C:24]1[CH:23]=[N:22][N:10]2[C:11]([CH3:21])([CH3:20])[CH2:12][CH:13]([C:14]3[CH:15]=[CH:16][CH:17]=[CH:18][CH:19]=3)[N:8]([CH2:1][C:2]3[CH:7]=[CH:6][CH:5]=[CH:4][CH:3]=3)[C:9]=12)=[O:26], predict the reactants needed to synthesize it. The reactants are: [CH2:1]([N:8]1[CH:13]([C:14]2[CH:19]=[CH:18][CH:17]=[CH:16][CH:15]=2)[CH2:12][C:11]([CH3:21])([CH3:20])[N:10]2[N:22]=[CH:23][C:24]([C:25](O)=[O:26])=[C:9]12)[C:2]1[CH:7]=[CH:6][CH:5]=[CH:4][CH:3]=1.F[P-](F)(F)(F)(F)F.C[N+](C)=C(N(C)C)O.C(N(C(C)C)CC)(C)C.Cl.[CH3:53][O:54][NH:55][CH3:56]. (2) Given the product [F:34][CH2:2][CH2:3][O:4][C:5]1[CH:10]=[CH:9][C:8]([C:11](=[O:23])/[CH:12]=[CH:13]/[C:14]2[CH:19]=[CH:18][C:17]([N:20]([CH3:22])[CH3:21])=[CH:16][CH:15]=2)=[CH:7][CH:6]=1, predict the reactants needed to synthesize it. The reactants are: O[CH2:2][CH2:3][O:4][C:5]1[CH:10]=[CH:9][C:8]([C:11](=[O:23])/[CH:12]=[CH:13]/[C:14]2[CH:19]=[CH:18][C:17]([N:20]([CH3:22])[CH3:21])=[CH:16][CH:15]=2)=[CH:7][CH:6]=1.CC(C)=O.C(N(S(F)(F)[F:34])CC)C.C(=O)([O-])[O-].[K+].[K+]. (3) Given the product [Cl:16][C:17]1[CH:22]=[CH:21][C:20]([S:23]([NH:15][C:4]2[C:5]([S:8][C:9]3[CH:10]=[CH:11][N:12]=[CH:13][CH:14]=3)=[N:6][CH:7]=[C:2]([Cl:1])[CH:3]=2)(=[O:24])=[O:25])=[CH:19][C:18]=1[C:27]([F:30])([F:28])[F:29], predict the reactants needed to synthesize it. The reactants are: [Cl:1][C:2]1[CH:3]=[C:4]([NH2:15])[C:5]([S:8][C:9]2[CH:14]=[CH:13][N:12]=[CH:11][CH:10]=2)=[N:6][CH:7]=1.[Cl:16][C:17]1[CH:22]=[CH:21][C:20]([S:23](Cl)(=[O:25])=[O:24])=[CH:19][C:18]=1[C:27]([F:30])([F:29])[F:28]. (4) Given the product [CH2:1]([O:8][C:9](=[O:23])[CH2:10][C@H:11]([NH:12][C:13]([O:15][C:16]([CH3:18])([CH3:17])[CH3:19])=[O:14])[CH2:20][OH:21])[C:2]1[CH:7]=[CH:6][CH:5]=[CH:4][CH:3]=1, predict the reactants needed to synthesize it. The reactants are: [CH2:1]([O:8][C:9](=[O:23])[CH2:10][C@@H:11]([C:20](O)=[O:21])[NH:12][C:13]([O:15][C:16]([CH3:19])([CH3:18])[CH3:17])=[O:14])[C:2]1[CH:7]=[CH:6][CH:5]=[CH:4][CH:3]=1.CN1CCOCC1.C(OC(Cl)=O)C(C)C.[BH4-].[Na+]. (5) Given the product [F:24][C:25]1[CH:33]=[C:32]([O:34][C:35]([F:36])([F:37])[F:38])[CH:31]=[CH:30][C:26]=1[C:27]([NH:1][C:2]1[CH:7]=[CH:6][CH:5]=[C:4]([S:8](=[O:9])(=[O:10])[NH2:11])[CH:3]=1)=[O:28], predict the reactants needed to synthesize it. The reactants are: [NH2:1][C:2]1[CH:3]=[C:4]([S:8]([NH2:11])(=[O:10])=[O:9])[CH:5]=[CH:6][CH:7]=1.C(=O)([O-])[O-].[K+].[K+].C(OC)(C)(C)C.[F:24][C:25]1[CH:33]=[C:32]([O:34][C:35]([F:38])([F:37])[F:36])[CH:31]=[CH:30][C:26]=1[C:27](Cl)=[O:28]. (6) Given the product [CH2:9]([O:11][C:12]([CH:14]1[CH2:19][CH2:18][N:17]([CH2:1][CH:5]2[CH2:3][O:4]2)[CH2:16][CH2:15]1)=[O:13])[CH3:10], predict the reactants needed to synthesize it. The reactants are: [CH2:1]1[CH2:5][O:4][CH2:3]C1.CO.O.[CH2:9]([O:11][C:12]([CH:14]1[CH2:19][CH2:18][NH:17][CH2:16][CH2:15]1)=[O:13])[CH3:10].C(C1OC1)Cl.O. (7) Given the product [OH:20][CH2:19][C:18]([CH3:27])([C:21]1[CH:22]=[CH:23][CH:24]=[CH:25][CH:26]=1)[CH2:17][CH2:16][CH2:15][CH2:14][NH:13][C:2]([NH:1][CH2:4][CH2:5][CH2:6][C:7]1[CH:12]=[CH:11][CH:10]=[CH:9][CH:8]=1)=[O:3], predict the reactants needed to synthesize it. The reactants are: [N:1]([CH2:4][CH2:5][CH2:6][C:7]1[CH:12]=[CH:11][CH:10]=[CH:9][CH:8]=1)=[C:2]=[O:3].[NH2:13][CH2:14][CH2:15][CH2:16][CH2:17][C:18]([CH3:27])([C:21]1[CH:26]=[CH:25][CH:24]=[CH:23][CH:22]=1)[CH2:19][OH:20]. (8) Given the product [F:35][C:34]([F:37])([F:36])[C:32]([OH:38])=[O:33].[NH2:7][CH2:8][CH:9]([CH3:10])[O:11][C:12]1[CH:17]=[C:16]([F:18])[CH:15]=[CH:14][C:13]=1[NH:19][C:20]1[C:21]2[C:28]([CH3:29])=[C:27]([Cl:30])[S:26][C:22]=2[N:23]=[CH:24][N:25]=1, predict the reactants needed to synthesize it. The reactants are: C(OC(=O)[NH:7][CH2:8][CH:9]([O:11][C:12]1[CH:17]=[C:16]([F:18])[CH:15]=[CH:14][C:13]=1[NH:19][C:20]1[C:21]2[C:28]([CH3:29])=[C:27]([Cl:30])[S:26][C:22]=2[N:23]=[CH:24][N:25]=1)[CH3:10])(C)(C)C.[C:32]([OH:38])([C:34]([F:37])([F:36])[F:35])=[O:33].